This data is from Forward reaction prediction with 1.9M reactions from USPTO patents (1976-2016). The task is: Predict the product of the given reaction. (1) The product is: [F:1][C:2]1[CH:3]=[CH:4][C:5]([C:8]2[NH:41][C:38]3[C:39]([C:9]=2[CH2:10][CH2:11][CH2:12][N:13]2[CH2:18][CH2:17][CH:16]([C:19]4[CH:20]=[C:21]([NH:25][C:26](=[O:30])[CH:27]([CH3:28])[CH3:29])[CH:22]=[CH:23][CH:24]=4)[CH2:15][CH2:14]2)=[CH:40][C:35]([O:34][CH3:33])=[CH:36][CH:37]=3)=[CH:6][CH:7]=1. Given the reactants [F:1][C:2]1[CH:7]=[CH:6][C:5]([C:8](=O)[CH2:9][CH2:10][CH2:11][CH2:12][N:13]2[CH2:18][CH2:17][CH:16]([C:19]3[CH:20]=[C:21]([NH:25][C:26](=[O:30])[CH:27]([CH3:29])[CH3:28])[CH:22]=[CH:23][CH:24]=3)[CH2:15][CH2:14]2)=[CH:4][CH:3]=1.Cl.[CH3:33][O:34][C:35]1[CH:40]=[CH:39][C:38]([NH:41]N)=[CH:37][CH:36]=1, predict the reaction product. (2) Given the reactants [CH3:1][S:2]([OH:5])(=[O:4])=[O:3].CC(O)C.[C:10](/[C:12](/[C:36]1[CH:41]=[CH:40][C:39]([O:42][CH3:43])=[C:38]([O:44][CH3:45])[CH:37]=1)=[CH:13]\[C:14]1[S:18][C:17]([N:19]2[CH2:24][CH2:23][CH:22]([O:25][C:26](=[O:35])[CH2:27][N:28]3[CH2:33][CH2:32][CH:31]([OH:34])[CH2:30][CH2:29]3)[CH2:21][CH2:20]2)=[CH:16][CH:15]=1)#[N:11], predict the reaction product. The product is: [CH3:1][S:2]([OH:5])(=[O:4])=[O:3].[C:10](/[C:12](/[C:36]1[CH:41]=[CH:40][C:39]([O:42][CH3:43])=[C:38]([O:44][CH3:45])[CH:37]=1)=[CH:13]\[C:14]1[S:18][C:17]([N:19]2[CH2:20][CH2:21][CH:22]([O:25][C:26](=[O:35])[CH2:27][N:28]3[CH2:29][CH2:30][CH:31]([OH:34])[CH2:32][CH2:33]3)[CH2:23][CH2:24]2)=[CH:16][CH:15]=1)#[N:11]. (3) Given the reactants Cl[CH2:2][C:3]([C:5]1[CH2:10][N:9]([C:11]([O:13][CH2:14][CH:15]=[CH2:16])=[O:12])[CH:8]([CH3:17])[CH2:7][CH:6]=1)=O.[C:18](=[S:21])([S-:20])[NH2:19].[NH4+], predict the reaction product. The product is: [CH3:17][CH:8]1[CH2:7][CH:6]=[C:5]([C:3]2[N:19]=[C:18]([SH:21])[S:20][CH:2]=2)[CH2:10][N:9]1[C:11]([O:13][CH2:14][CH:15]=[CH2:16])=[O:12].